This data is from Reaction yield outcomes from USPTO patents with 853,638 reactions. The task is: Predict the reaction yield, written as a fraction of the theoretical maximum amount of product (1.0 means a 100% yield; for example, 0.34 means a 34% yield). (1) The reactants are [CH3:1][O:2][C:3]1[CH:8]=[CH:7][C:6]([C:9](=[O:15])[CH2:10][CH2:11][CH2:12][CH2:13][CH3:14])=[CH:5][CH:4]=1.[Br-:16]. The catalyst is [Al+3].[Cl-].[Cl-].[Cl-]. The product is [Br:16][CH:10]([CH2:11][CH2:12][CH2:13][CH3:14])[C:9]([C:6]1[CH:7]=[CH:8][C:3]([O:2][CH3:1])=[CH:4][CH:5]=1)=[O:15]. The yield is 0.934. (2) The catalyst is CO. The reactants are [CH3:1][O:2][C:3]1[CH:11]=[C:10]2[C:6]([C:7](=[O:12])[CH2:8][CH2:9]2)=[CH:5][C:4]=1[C:13]([NH2:15])=[O:14].C([O:20][N:21]=O)CCC.Cl. The product is [OH:20][N:21]=[C:8]1[C:7](=[O:12])[C:6]2[C:10](=[CH:11][C:3]([O:2][CH3:1])=[C:4]([C:13]([NH2:15])=[O:14])[CH:5]=2)[CH2:9]1. The yield is 0.814. (3) The reactants are [Cl:1][C:2]1[CH:3]=[C:4]([CH3:25])[C:5]2[N:6]([N:9]=[C:10](/[CH:12]=[CH:13]/[C:14]3[N:18]([CH3:19])[N:17]=[C:16]([N:20]4[CH2:24][CH2:23][CH2:22][CH2:21]4)[N:15]=3)[N:11]=2)[C:7]=1[CH3:8]. The catalyst is [Pd].C(OCC)(=O)C. The product is [Cl:1][C:2]1[CH:3]=[C:4]([CH3:25])[C:5]2[N:6]([N:9]=[C:10]([CH2:12][CH2:13][C:14]3[N:18]([CH3:19])[N:17]=[C:16]([N:20]4[CH2:24][CH2:23][CH2:22][CH2:21]4)[N:15]=3)[N:11]=2)[C:7]=1[CH3:8]. The yield is 0.678. (4) The reactants are [CH3:1][C:2]([C:4]1[CH:5]=[CH:6][C:7]([OH:10])=[CH:8][CH:9]=1)=[O:3].C(=O)([O-])[O-].[K+].[K+].[Br:17][CH:18](Br)[CH3:19]. The catalyst is CC(C)=O. The product is [Br:17][CH2:18][CH2:19][O:10][C:7]1[CH:8]=[CH:9][C:4]([C:2](=[O:3])[CH3:1])=[CH:5][CH:6]=1. The yield is 0.200. (5) The reactants are [Cl:1][C:2]1[CH:7]=[CH:6][C:5]([C:8]2([C:12]([N:14]3[CH2:20][CH2:19][CH2:18][CH2:17][CH:16]([CH2:21][O:22][C:23]4[CH:28]=[CH:27][C:26]([C:29]([F:32])([F:31])[F:30])=[CH:25][CH:24]=4)[CH2:15]3)=O)[CH2:11][CH2:10][CH2:9]2)=[CH:4][CH:3]=1.[H-].COCCO[Al+]OCCOC.[Na+].[H-]. The catalyst is C1(C)C=CC=CC=1. The product is [Cl:1][C:2]1[CH:7]=[CH:6][C:5]([C:8]2([CH2:12][N:14]3[CH2:20][CH2:19][CH2:18][CH2:17][CH:16]([CH2:21][O:22][C:23]4[CH:24]=[CH:25][C:26]([C:29]([F:32])([F:30])[F:31])=[CH:27][CH:28]=4)[CH2:15]3)[CH2:9][CH2:10][CH2:11]2)=[CH:4][CH:3]=1. The yield is 0.400.